Dataset: Forward reaction prediction with 1.9M reactions from USPTO patents (1976-2016). Task: Predict the product of the given reaction. (1) The product is: [Cl:1][C:2]1[CH:22]=[CH:21][C:5]2[NH:6][C:7]([CH2:9][N:10]3[C:11]4[CH:15]=[CH:14][NH:13][C:12]=4[C:16](=[O:18])[NH:36][C:37]3=[S:38])=[N:8][C:4]=2[CH:3]=1. Given the reactants [Cl:1][C:2]1[CH:22]=[CH:21][C:5]2[NH:6][C:7]([CH2:9][NH:10][C:11]3[CH:15]=[CH:14][NH:13][C:12]=3[C:16]([O:18]CC)=O)=[N:8][C:4]=2[CH:3]=1.CN(C=O)C.C([N:36]=[C:37]=[S:38])(=O)C1C=CC=CC=1, predict the reaction product. (2) Given the reactants [C:1]1([S:7]([N:10]2[C:14]3=[N:15][CH:16]=[C:17]([O:19][CH3:20])[CH:18]=[C:13]3[CH:12]=[C:11]2[C:21]([C:28]2[CH:33]=[CH:32][C:31]([C:34](=[O:36])[CH3:35])=[CH:30][CH:29]=2)=[CH:22][CH:23]2[CH2:27][CH2:26][CH2:25][CH2:24]2)(=[O:9])=[O:8])[CH:6]=[CH:5][CH:4]=[CH:3][CH:2]=1.[CH3:37][Mg]Cl, predict the reaction product. The product is: [C:1]1([S:7]([N:10]2[C:14]3=[N:15][CH:16]=[C:17]([O:19][CH3:20])[CH:18]=[C:13]3[CH:12]=[C:11]2[C:21]([C:28]2[CH:29]=[CH:30][C:31]([C:34]([OH:36])([CH3:37])[CH3:35])=[CH:32][CH:33]=2)=[CH:22][CH:23]2[CH2:24][CH2:25][CH2:26][CH2:27]2)(=[O:9])=[O:8])[CH:2]=[CH:3][CH:4]=[CH:5][CH:6]=1. (3) The product is: [F:8][C:5]1[CH:6]=[CH:7][C:2]([C:13]2([OH:12])[CH2:14][CH:15]3[N:20]([C:21]([O:23][CH2:24][CH3:25])=[O:22])[CH:18]([CH2:17][CH2:16]3)[CH2:19]2)=[C:3]([CH2:9][CH2:10][OH:11])[CH:4]=1. Given the reactants Br[C:2]1[CH:7]=[CH:6][C:5]([F:8])=[CH:4][C:3]=1[CH2:9][CH2:10][OH:11].[O:12]=[C:13]1[CH2:19][CH:18]2[N:20]([C:21]([O:23][CH2:24][CH3:25])=[O:22])[CH:15]([CH2:16][CH2:17]2)[CH2:14]1, predict the reaction product. (4) Given the reactants [CH3:1][N:2]1[C@@H:7]2[C@@H:8]3[O:10][C@@H:9]3[C@H:3]1[CH2:4][CH:5]([O:11][C:12]([C:14]([OH:25])([C:20]1[S:24][CH:23]=[CH:22][CH:21]=1)[C:15]1[S:19][CH:18]=[CH:17][CH:16]=1)=[O:13])[CH2:6]2.[CH3:26][S:27]([O:30]C)(=[O:29])=[O:28], predict the reaction product. The product is: [CH3:1][N+:2]1([CH3:26])[C@@H:3]2[C@@H:9]3[O:10][C@@H:8]3[C@H:7]1[CH2:6][C@@H:5]([O:11][C:12]([C:14]([OH:25])([C:15]1[S:19][CH:18]=[CH:17][CH:16]=1)[C:20]1[S:24][CH:23]=[CH:22][CH:21]=1)=[O:13])[CH2:4]2.[CH3:26][S:27]([O-:30])(=[O:29])=[O:28].